This data is from Reaction yield outcomes from USPTO patents with 853,638 reactions. The task is: Predict the reaction yield, written as a fraction of the theoretical maximum amount of product (1.0 means a 100% yield; for example, 0.34 means a 34% yield). (1) The reactants are [CH2:1]([O:3][C:4]1[C:12]([F:13])=[CH:11][CH:10]=[C:9]2[C:5]=1[C:6]([CH2:15][C:16]([OH:18])=O)=[CH:7][N:8]2[CH3:14])[CH3:2].CN(C(ON1N=NC2C=CC=NC1=2)=[N+](C)C)C.F[P-](F)(F)(F)(F)F.CCN(C(C)C)C(C)C.[C:52]1([CH2:58][NH2:59])[CH:57]=[CH:56][CH:55]=[CH:54][CH:53]=1. The catalyst is C1COCC1.C(OCC)(=O)C.O. The product is [CH2:58]([NH:59][C:16](=[O:18])[CH2:15][C:6]1[C:5]2[C:9](=[CH:10][CH:11]=[C:12]([F:13])[C:4]=2[O:3][CH2:1][CH3:2])[N:8]([CH3:14])[CH:7]=1)[C:52]1[CH:57]=[CH:56][CH:55]=[CH:54][CH:53]=1. The yield is 0.690. (2) The reactants are Br[C:2]1[CH:7]=[CH:6][C:5]([N+:8]([O-:10])=[O:9])=[CH:4][C:3]=1[N:11]([CH2:15][C:16]([CH3:18])=[CH2:17])[C:12](=[O:14])[CH3:13].C([O-])=O.[Na+].C([O-])(=O)C.[Na+]. The catalyst is O.[Cl-].C([N+](CC)(CC)CC)C.CN(C=O)C.C([O-])(=O)C.[Pd+2].C([O-])(=O)C. The product is [CH3:17][C:16]1([CH3:18])[C:2]2[C:3](=[CH:4][C:5]([N+:8]([O-:10])=[O:9])=[CH:6][CH:7]=2)[N:11]([C:12](=[O:14])[CH3:13])[CH2:15]1. The yield is 0.880.